From a dataset of NCI-60 drug combinations with 297,098 pairs across 59 cell lines. Regression. Given two drug SMILES strings and cell line genomic features, predict the synergy score measuring deviation from expected non-interaction effect. (1) Drug 1: C1=CC(=CC=C1C#N)C(C2=CC=C(C=C2)C#N)N3C=NC=N3. Drug 2: CC1=C2C(C(=O)C3(C(CC4C(C3C(C(C2(C)C)(CC1OC(=O)C(C(C5=CC=CC=C5)NC(=O)OC(C)(C)C)O)O)OC(=O)C6=CC=CC=C6)(CO4)OC(=O)C)O)C)O. Cell line: MCF7. Synergy scores: CSS=-0.269, Synergy_ZIP=0.871, Synergy_Bliss=1.15, Synergy_Loewe=-1.84, Synergy_HSA=-2.55. (2) Drug 1: C1CCC(CC1)NC(=O)N(CCCl)N=O. Drug 2: C1C(C(OC1N2C=NC3=C(N=C(N=C32)Cl)N)CO)O. Cell line: EKVX. Synergy scores: CSS=-2.76, Synergy_ZIP=-1.34, Synergy_Bliss=-4.41, Synergy_Loewe=-7.65, Synergy_HSA=-7.68. (3) Synergy scores: CSS=-6.57, Synergy_ZIP=1.52, Synergy_Bliss=-2.19, Synergy_Loewe=-8.92, Synergy_HSA=-8.86. Cell line: A549. Drug 1: CC1=C2C(C(=O)C3(C(CC4C(C3C(C(C2(C)C)(CC1OC(=O)C(C(C5=CC=CC=C5)NC(=O)OC(C)(C)C)O)O)OC(=O)C6=CC=CC=C6)(CO4)OC(=O)C)O)C)O. Drug 2: C(=O)(N)NO. (4) Drug 1: C1=CC(=CC=C1CCCC(=O)O)N(CCCl)CCCl. Drug 2: CC(C)NC(=O)C1=CC=C(C=C1)CNNC.Cl. Cell line: SF-539. Synergy scores: CSS=18.4, Synergy_ZIP=-2.11, Synergy_Bliss=-5.00, Synergy_Loewe=-14.7, Synergy_HSA=-5.00.